Dataset: Catalyst prediction with 721,799 reactions and 888 catalyst types from USPTO. Task: Predict which catalyst facilitates the given reaction. (1) Reactant: [NH2:1][C:2]1[CH:7]=[CH:6][N:5]=[CH:4][C:3]=1[NH:8][CH:9]1[CH2:14][CH2:13][N:12]([CH2:15][C:16]2[CH:21]=[CH:20][CH:19]=[CH:18][CH:17]=2)[CH2:11][CH2:10]1.[C:22](N1C=CN=C1)(N1C=CN=C1)=[O:23]. Product: [O:23]=[C:22]1[N:8]([CH:9]2[CH2:14][CH2:13][N:12]([CH2:15][C:16]3[CH:17]=[CH:18][CH:19]=[CH:20][CH:21]=3)[CH2:11][CH2:10]2)[C:3]2[CH:4]=[N:5][CH:6]=[CH:7][C:2]=2[NH:1]1. The catalyst class is: 7. (2) The catalyst class is: 21. Product: [CH2:1]([N:3]1[C:7]2=[N:8][CH:9]=[C:10]([C:20]([O:22][CH2:23][CH3:24])=[O:21])[C:11]([NH:12][CH:13]3[CH2:14][CH2:15][C:16](=[O:19])[CH2:17][CH2:18]3)=[C:6]2[CH:5]=[N:4]1)[CH3:2]. Reactant: [CH2:1]([N:3]1[C:7]2=[N:8][CH:9]=[C:10]([C:20]([O:22][CH2:23][CH3:24])=[O:21])[C:11]([NH:12][CH:13]3[CH2:18][CH2:17][CH:16]([OH:19])[CH2:15][CH2:14]3)=[C:6]2[CH:5]=[N:4]1)[CH3:2].CC(C)=O.OS(O)(=O)=O.O=[Cr](=O)=O.C(O)(C)C.O. (3) Reactant: [NH2:1][C:2]1[CH:10]=[CH:9][CH:8]=[C:7]2[C:3]=1[CH:4]=[N:5][N:6]2[C:11]([O:13][CH3:14])=[O:12].[Cl:15][C:16]1[CH:21]=[CH:20][C:19]([CH2:22][N:23]=[C:24]=[O:25])=[CH:18][C:17]=1[Cl:26].CCCCCC. Product: [Cl:26][C:17]1[CH:18]=[C:19]([CH:20]=[CH:21][C:16]=1[Cl:15])[CH2:22][NH:23][C:24]([NH:1][C:2]1[CH:10]=[CH:9][CH:8]=[C:7]2[C:3]=1[CH:4]=[N:5][N:6]2[C:11]([O:13][CH3:14])=[O:12])=[O:25]. The catalyst class is: 1. (4) Reactant: [C:1]1([C:7]([N:9]2[CH2:13][CH2:12][CH:11]([CH2:14][N:15]3[C:23]4[C:18](=[CH:19][C:20]([C:24]5[CH:25]=[N:26][N:27](C6CCCCO6)[CH:28]=5)=[CH:21][CH:22]=4)[CH:17]=[CH:16]3)[CH2:10]2)=[O:8])[CH:6]=[CH:5][CH:4]=[CH:3][CH:2]=1.Cl.CO.ClCCl. Product: [NH:26]1[CH:25]=[C:24]([C:20]2[CH:19]=[C:18]3[C:23](=[CH:22][CH:21]=2)[N:15]([CH2:14][CH:11]2[CH2:12][CH2:13][N:9]([C:7]([C:1]4[CH:6]=[CH:5][CH:4]=[CH:3][CH:2]=4)=[O:8])[CH2:10]2)[CH2:16][CH2:17]3)[CH:28]=[N:27]1. The catalyst class is: 14. (5) Reactant: [C:1]([O:5][C:6]([N:8]1[CH2:12][C@H:11]([S:13][C:14]([C:27]2[CH:32]=[CH:31][CH:30]=[CH:29][CH:28]=2)([C:21]2[CH:26]=[CH:25][CH:24]=[CH:23][CH:22]=2)[C:15]2[CH:20]=[CH:19][CH:18]=[CH:17][CH:16]=2)[CH2:10][C@H:9]1[CH2:33][OH:34])=[O:7])([CH3:4])([CH3:3])[CH3:2].[F:35][C:36]1[CH:43]=[C:42]([F:44])[C:41]([F:45])=[CH:40][C:37]=1[CH2:38]Br.[H-].[Na+].[NH4+].[Cl-]. Product: [C:1]([O:5][C:6]([N:8]1[CH2:12][C@H:11]([S:13][C:14]([C:15]2[CH:20]=[CH:19][CH:18]=[CH:17][CH:16]=2)([C:27]2[CH:28]=[CH:29][CH:30]=[CH:31][CH:32]=2)[C:21]2[CH:26]=[CH:25][CH:24]=[CH:23][CH:22]=2)[CH2:10][C@H:9]1[CH2:33][O:34][CH2:38][C:37]1[CH:40]=[C:41]([F:45])[C:42]([F:44])=[CH:43][C:36]=1[F:35])=[O:7])([CH3:4])([CH3:3])[CH3:2]. The catalyst class is: 3. (6) Reactant: [N:1]1[CH:6]=[CH:5][CH:4]=[CH:3][C:2]=1[CH:7]([CH:9]1[CH2:14][CH2:13][S:12][CH2:11][CH2:10]1)[OH:8].B1([O-])OO1.[OH2:19].[OH2:20].O.O.[Na+]. Product: [O:19]=[S:12]1(=[O:20])[CH2:11][CH2:10][CH:9]([CH:7]([C:2]2[CH:3]=[CH:4][CH:5]=[CH:6][N:1]=2)[OH:8])[CH2:14][CH2:13]1. The catalyst class is: 15. (7) Reactant: C(OC([N:8]1[CH2:13][CH2:12][C:11]([C:38]2[CH:43]=[CH:42][C:41]([Cl:44])=[CH:40][CH:39]=2)([CH2:14][NH:15][C:16]2[CH:25]=[C:24]3[C:19]([C:20](=[O:37])[N:21](CC4C=CC(OC)=CC=4OC)[CH:22]=[N:23]3)=[CH:18][CH:17]=2)[CH2:10][CH2:9]1)=O)(C)(C)C.O.FC(F)(F)C(O)=O. Product: [Cl:44][C:41]1[CH:42]=[CH:43][C:38]([C:11]2([CH2:14][NH:15][C:16]3[CH:25]=[C:24]4[C:19]([C:20](=[O:37])[NH:21][CH:22]=[N:23]4)=[CH:18][CH:17]=3)[CH2:12][CH2:13][NH:8][CH2:9][CH2:10]2)=[CH:39][CH:40]=1. The catalyst class is: 4. (8) Reactant: C(O[K])(C)(C)C.C1COCC1.[C:12]1([CH3:34])[CH:17]=[C:16]([CH3:18])[CH:15]=[C:14]([CH3:19])[C:13]=1[C:20]1[C:21]([CH3:33])=[N:22][N:23]2[C:28]3[NH:29][CH2:30][CH2:31][C:27]=3[C:26]([CH3:32])=[N:25][C:24]=12.O. Product: [C:12]1([CH3:34])[CH:17]=[C:16]([CH3:18])[CH:15]=[C:14]([CH3:19])[C:13]=1[C:20]1[C:21]([CH3:33])=[N:22][N:23]2[C:28]3[NH:29][CH:30]=[CH:31][C:27]=3[C:26]([CH3:32])=[N:25][C:24]=12. The catalyst class is: 1. (9) Reactant: [CH3:1][O:2][C:3]1[CH:4]=[C:5]([CH:8]=[CH:9][C:10]=1[CH2:11][CH3:12])[C:6]#[N:7].[H-].[H-].[H-].[H-].[Li+].[Al+3].[ClH:19].CCOCC. Product: [CH3:1][O:2][C:3]1[CH:4]=[C:5]([CH:8]=[CH:9][C:10]=1[CH2:11][CH3:12])[CH2:6][NH2:7].[ClH:19]. The catalyst class is: 1. (10) Reactant: O[C:2]([CH3:35])([CH3:34])[C@H:3]([NH:26][C:27](=[O:33])[O:28]C(C)(C)C)[CH:4]1[CH2:9][CH2:8][N:7]([C:10]2[N:15]=[C:14]([C:16]3[CH:25]=[CH:24][C:23]4[C:18](=[CH:19][CH:20]=[CH:21][CH:22]=4)[CH:17]=3)[CH:13]=[CH:12][N:11]=2)[CH2:6][CH2:5]1.[H-].[Na+]. Product: [CH3:34][C:2]1([CH3:35])[O:33][C:27](=[O:28])[NH:26][C@@H:3]1[CH:4]1[CH2:9][CH2:8][N:7]([C:10]2[N:15]=[C:14]([C:16]3[CH:25]=[CH:24][C:23]4[C:18](=[CH:19][CH:20]=[CH:21][CH:22]=4)[CH:17]=3)[CH:13]=[CH:12][N:11]=2)[CH2:6][CH2:5]1. The catalyst class is: 76.